From a dataset of Forward reaction prediction with 1.9M reactions from USPTO patents (1976-2016). Predict the product of the given reaction. (1) Given the reactants C(F)(C(F)(F)F)C(F)(F)F.ClCl.Cl[C:14]([F:23])([F:22])[C:15]([F:21])([F:20])[C:16]([F:19])([F:18])[F:17].[OH-].[K+], predict the reaction product. The product is: [CH:14]([C:15]([C:16]([F:19])([F:18])[F:17])([F:21])[F:20])([F:23])[F:22]. (2) Given the reactants [C@H:1]12[CH2:7][C@H:4]([NH:5][CH2:6]1)[CH2:3][N:2]2[C:8]([O:10][C:11]([CH3:14])([CH3:13])[CH3:12])=[O:9].ON1C2C=CC=CC=2N=N1.[Cl:25][C:26]1[C:34]([Cl:35])=[CH:33][CH:32]=[CH:31][C:27]=1[C:28](O)=[O:29], predict the reaction product. The product is: [Cl:25][C:26]1[C:34]([Cl:35])=[CH:33][CH:32]=[CH:31][C:27]=1[C:28]([N:5]1[CH2:6][C@@H:1]2[CH2:7][C@H:4]1[CH2:3][N:2]2[C:8]([O:10][C:11]([CH3:14])([CH3:13])[CH3:12])=[O:9])=[O:29].